From a dataset of Forward reaction prediction with 1.9M reactions from USPTO patents (1976-2016). Predict the product of the given reaction. (1) Given the reactants [F:1][C:2]1[CH:3]=[C:4]([CH:35]=[CH:36][C:37]=1[F:38])[CH2:5][NH:6][C:7]([C:9]1[C:17]2[C:12](=[CH:13][C:14]([O:18][CH:19]([CH3:21])[CH3:20])=[CH:15][CH:16]=2)[N:11]([CH2:22][C:23]2[CH:28]=[CH:27][CH:26]=[CH:25][N:24]=2)[C:10]=1[CH2:29][N:30]1[CH2:34][CH2:33][CH2:32][CH2:31]1)=[O:8].[CH3:39][I:40], predict the reaction product. The product is: [I-:40].[F:1][C:2]1[CH:3]=[C:4]([CH:35]=[CH:36][C:37]=1[F:38])[CH2:5][NH:6][C:7]([C:9]1[C:17]2[C:12](=[CH:13][C:14]([O:18][CH:19]([CH3:21])[CH3:20])=[CH:15][CH:16]=2)[N:11]([CH2:22][C:23]2[CH:28]=[CH:27][CH:26]=[CH:25][N:24]=2)[C:10]=1[CH2:29][N+:30]1([CH3:39])[CH2:31][CH2:32][CH2:33][CH2:34]1)=[O:8]. (2) Given the reactants [C:1]([C:3]1[CH:8]=[CH:7][C:6]([N:9]2[CH2:14][CH2:13][CH2:12][C@H:11]([NH:15][C@@H:16]3[CH2:21][CH2:20][CH2:19][CH2:18][C@H:17]3[NH:22][C:23](=[O:35])CC3C4C(=CC=CC=4)N(C)C=3)[CH2:10]2)=[CH:5][CH:4]=1)#[N:2].[N:36]([C:39]1[CH:44]=[CH:43][C:42]([O:45][C:46]([F:49])([F:48])[F:47])=[CH:41][CH:40]=1)=C=O, predict the reaction product. The product is: [C:1]([C:3]1[CH:4]=[CH:5][C:6]([N:9]2[CH2:14][CH2:13][CH2:12][C@H:11]([NH:15][C@@H:16]3[CH2:21][CH2:20][CH2:19][CH2:18][C@H:17]3[NH:22][C:23]([NH:36][C:39]3[CH:44]=[CH:43][C:42]([O:45][C:46]([F:47])([F:48])[F:49])=[CH:41][CH:40]=3)=[O:35])[CH2:10]2)=[CH:7][CH:8]=1)#[N:2]. (3) Given the reactants [CH3:1][C:2]1([OH:7])[CH2:6][CH2:5][NH:4][CH2:3]1.O[C@H]1CCNC1.[OH:14][C:15]1([CH2:22][NH:23][C:24]([C:26]2[C:27]3[CH:28]=[CH:29][C:30](Cl)=[N:31][C:32]=3[CH:33]=[CH:34][C:35]=2[Cl:36])=[O:25])[CH2:20][CH2:19][CH2:18][CH:17]([CH3:21])[CH2:16]1.C(N(C(C)C)CC)(C)C, predict the reaction product. The product is: [Cl:36][C:35]1[CH:34]=[CH:33][C:32]2[N:31]=[C:30]([N:4]3[CH2:5][CH2:6][C:2]([OH:7])([CH3:1])[CH2:3]3)[CH:29]=[CH:28][C:27]=2[C:26]=1[C:24]([NH:23][CH2:22][C@:15]1([OH:14])[CH2:20][CH2:19][CH2:18][C@H:17]([CH3:21])[CH2:16]1)=[O:25]. (4) Given the reactants [CH3:1][N:2]1[CH2:7][CH2:6][C:5](=[O:8])[CH2:4][CH2:3]1.[Si](OS(C(F)(F)F)(=O)=O)(C)(C)C.[Cl:21][C:22]1[CH:36]=[CH:35][C:25]([CH:26](O)[C:27]2[CH:32]=[CH:31][C:30]([Cl:33])=[CH:29][CH:28]=2)=[CH:24][CH:23]=1.C(=O)(O)[O-].[Na+], predict the reaction product. The product is: [Cl:21][C:22]1[CH:23]=[CH:24][C:25]([CH:26]([C:27]2[CH:32]=[CH:31][C:30]([Cl:33])=[CH:29][CH:28]=2)[CH:4]2[C:5](=[O:8])[CH2:6][CH2:7][N:2]([CH3:1])[CH2:3]2)=[CH:35][CH:36]=1. (5) Given the reactants [C:1]([O:5][C:6]([N:8]1[C:16]2[C:11](=[CH:12][C:13](Br)=[CH:14][CH:15]=2)[CH:10]=[CH:9]1)=[O:7])([CH3:4])([CH3:3])[CH3:2].C([Li])(C)(C)C.[C:23]([O:27][C:28]([N:30]1[CH2:34][CH2:33][CH2:32][C:31]1([CH:38]=[O:39])[CH2:35][CH2:36][CH3:37])=[O:29])([CH3:26])([CH3:25])[CH3:24], predict the reaction product. The product is: [C:1]([O:5][C:6]([N:8]1[C:16]2[C:11](=[CH:12][C:13]([CH:38]([C:31]3([CH2:35][CH2:36][CH3:37])[CH2:32][CH2:33][CH2:34][N:30]3[C:28]([O:27][C:23]([CH3:25])([CH3:24])[CH3:26])=[O:29])[OH:39])=[CH:14][CH:15]=2)[CH:10]=[CH:9]1)=[O:7])([CH3:4])([CH3:3])[CH3:2]. (6) Given the reactants C(O[C:9]([NH:11][C@H:12]1[CH2:18][CH2:17][CH2:16][N:15]([C:19]([O:21][C:22]([CH3:25])([CH3:24])[CH3:23])=[O:20])[CH2:14][CH2:13]1)=O)C1C=CC=CC=1.Cl[C:27]1[N:31](C)[N:30]=[CH:29][C:28]=1[N+:33]([O-:35])=[O:34], predict the reaction product. The product is: [CH3:29][N:30]1[C:9]([NH:11][C@H:12]2[CH2:18][CH2:17][CH2:16][N:15]([C:19]([O:21][C:22]([CH3:23])([CH3:24])[CH3:25])=[O:20])[CH2:14][CH2:13]2)=[C:28]([N+:33]([O-:35])=[O:34])[CH:27]=[N:31]1.